From a dataset of Reaction yield outcomes from USPTO patents with 853,638 reactions. Predict the reaction yield, written as a fraction of the theoretical maximum amount of product (1.0 means a 100% yield; for example, 0.34 means a 34% yield). (1) The reactants are [CH:1](NC(C)C)(C)C.[Li]CCCC.CN(C)P(N(C)C)(N(C)C)=O.[N:24]1[CH:29]=[CH:28][CH:27]=[CH:26][C:25]=1[CH2:30][C:31]([O:33][C:34]([CH3:37])([CH3:36])[CH3:35])=[O:32].S(OC)(OC)(=O)=O. The catalyst is O1CCCC1. The product is [N:24]1[CH:29]=[CH:28][CH:27]=[CH:26][C:25]=1[CH:30]([CH3:1])[C:31]([O:33][C:34]([CH3:37])([CH3:36])[CH3:35])=[O:32]. The yield is 0.560. (2) The reactants are [N:1]1([C:7]2[C:12]3[CH:13]=[CH:14][O:15][C:11]=3[CH:10]=[CH:9][N:8]=2)[CH2:6][CH2:5][NH:4][CH2:3][CH2:2]1.O=[CH:17][CH2:18][C@H:19]1[CH2:24][CH2:23][C@H:22]([NH:25][C:26](=[O:28])[CH3:27])[CH2:21][CH2:20]1. The catalyst is ClCCCl.CO. The product is [O:15]1[C:11]2[CH:10]=[CH:9][N:8]=[C:7]([N:1]3[CH2:2][CH2:3][N:4]([CH2:17][CH2:18][C@H:19]4[CH2:24][CH2:23][C@H:22]([NH:25][C:26](=[O:28])[CH3:27])[CH2:21][CH2:20]4)[CH2:5][CH2:6]3)[C:12]=2[CH:13]=[CH:14]1. The yield is 0.420. (3) The reactants are [Cl:1][C:2]1[CH:10]=[CH:9][C:5]([C:6]([OH:8])=O)=[CH:4][N:3]=1.[O:11]1[CH2:16][CH2:15][CH:14]([CH2:17][NH2:18])[CH2:13][CH2:12]1.C(Cl)CCl.CCN(C(C)C)C(C)C. The catalyst is C(Cl)Cl.CN(C1C=CN=CC=1)C.CCOC(C)=O. The product is [Cl:1][C:2]1[CH:10]=[CH:9][C:5]([C:6]([NH:18][CH2:17][CH:14]2[CH2:15][CH2:16][O:11][CH2:12][CH2:13]2)=[O:8])=[CH:4][N:3]=1. The yield is 0.305. (4) The reactants are [ClH:1].O1CCOCC1.[Cl:8][C:9]1[CH:10]=[C:11]([C@@H:15]([C@H:35]2[N:39](C(OC(C)(C)C)=O)[C:38]([CH3:48])([CH3:47])[CH2:37][CH2:36]2)[C:16]([N:18]2[CH2:23][CH2:22][N:21]([C:24]3[C:25]4[C@H:32]([CH3:33])[CH2:31][C@@H:30]([OH:34])[C:26]=4[N:27]=[CH:28][N:29]=3)[CH2:20][CH2:19]2)=[O:17])[CH:12]=[CH:13][CH:14]=1. The catalyst is C(Cl)Cl. The product is [ClH:8].[ClH:1].[Cl:8][C:9]1[CH:10]=[C:11]([C@@H:15]([C@@H:35]2[CH2:36][CH2:37][C:38]([CH3:47])([CH3:48])[NH:39]2)[C:16]([N:18]2[CH2:19][CH2:20][N:21]([C:24]3[C:25]4[C@H:32]([CH3:33])[CH2:31][C@@H:30]([OH:34])[C:26]=4[N:27]=[CH:28][N:29]=3)[CH2:22][CH2:23]2)=[O:17])[CH:12]=[CH:13][CH:14]=1. The yield is 0.790.